Dataset: Full USPTO retrosynthesis dataset with 1.9M reactions from patents (1976-2016). Task: Predict the reactants needed to synthesize the given product. (1) The reactants are: [N:1]1[CH:6]=[CH:5][CH:4]=[CH:3][C:2]=1[N:7]1[CH2:12][CH2:11][NH:10][CH2:9][CH2:8]1.C=O.[Cl:15][C:16]1[CH:17]=[C:18]([CH:22]=[CH:23][CH:24]=1)[C:19]([NH2:21])=[O:20].[C:25](=O)([O-])[O-].[K+].[K+]. Given the product [Cl:15][C:16]1[CH:17]=[C:18]([CH:22]=[CH:23][CH:24]=1)[C:19]([NH:21][CH2:25][N:10]1[CH2:9][CH2:8][N:7]([C:2]2[CH:3]=[CH:4][CH:5]=[CH:6][N:1]=2)[CH2:12][CH2:11]1)=[O:20], predict the reactants needed to synthesize it. (2) The reactants are: [N+:1]([O-:4])(O)=[O:2].[OH:5][C:6]1[CH:23]=[CH:22][C:9]2[CH2:10][CH2:11][N:12]([C:15]([O:17][C:18]([CH3:21])([CH3:20])[CH3:19])=[O:16])[CH2:13][CH2:14][C:8]=2[CH:7]=1.C(=O)(O)[O-].[Na+]. Given the product [OH:5][C:6]1[CH:23]=[CH:22][C:9]2[CH2:10][CH2:11][N:12]([C:15]([O:17][C:18]([CH3:19])([CH3:21])[CH3:20])=[O:16])[CH2:13][CH2:14][C:8]=2[C:7]=1[N+:1]([O-:4])=[O:2], predict the reactants needed to synthesize it. (3) The reactants are: [CH3:1][C:2]1[CH:8]=[CH:7][C:5]([NH2:6])=[CH:4][C:3]=1[B:9]1[O:13][C:12]([CH3:15])([CH3:14])[C:11]([CH3:17])([CH3:16])[O:10]1.[F:18][C:19]([F:30])([F:29])[C:20]1[CH:21]=[C:22]([CH:26]=[CH:27]C=1)[C:23](O)=[O:24].C1C=[N:35]C2N(O)N=NC=2C=1.C(Cl)CCl. Given the product [CH3:1][C:2]1[CH:8]=[CH:7][C:5]([NH:6][C:23](=[O:24])[C:22]2[CH:26]=[CH:27][N:35]=[C:20]([C:19]([F:30])([F:29])[F:18])[CH:21]=2)=[CH:4][C:3]=1[B:9]1[O:10][C:11]([CH3:17])([CH3:16])[C:12]([CH3:15])([CH3:14])[O:13]1, predict the reactants needed to synthesize it. (4) Given the product [Br:1][C:2]1[CH:3]=[C:4]2[C:5]([CH:6]=[N:13][C:11]([CH3:12])=[N:14]2)=[CH:8][CH:9]=1, predict the reactants needed to synthesize it. The reactants are: [Br:1][C:2]1[CH:9]=[CH:8][C:5]([CH:6]=O)=[C:4](F)[CH:3]=1.[C:11]([NH2:14])(=[NH:13])[CH3:12]. (5) Given the product [F:25][C:17]1[CH:18]=[CH:19][C:20]([N+:22]([O-:24])=[O:23])=[CH:21][C:16]=1[CH2:15][NH:14][CH:11]1[CH2:10][CH2:9][NH:8][CH2:13][CH2:12]1, predict the reactants needed to synthesize it. The reactants are: C(OC([N:8]1[CH2:13][CH2:12][CH:11]([NH:14][CH2:15][C:16]2[CH:21]=[C:20]([N+:22]([O-:24])=[O:23])[CH:19]=[CH:18][C:17]=2[F:25])[CH2:10][CH2:9]1)=O)(C)(C)C.Cl. (6) Given the product [C:17]([O:16][C:14]([N:21]1[CH2:26][CH2:25][CH:24]([O:13][C:5]2[CH:4]=[C:3]([O:2][CH3:1])[CH:12]=[CH:11][C:6]=2[C:7]([OH:9])=[O:8])[CH2:23][CH2:22]1)=[O:15])([CH3:20])([CH3:18])[CH3:19], predict the reactants needed to synthesize it. The reactants are: [CH3:1][O:2][C:3]1[CH:4]=[C:5]([OH:13])[C:6](=[CH:11][CH:12]=1)[C:7]([O:9]C)=[O:8].[C:14]([N:21]1[CH2:26][CH2:25][CH:24](O)[CH2:23][CH2:22]1)([O:16][C:17]([CH3:20])([CH3:19])[CH3:18])=[O:15]. (7) Given the product [SH:22][C:20]1[NH:19][C:18]2[CH:30]=[CH:14][CH:15]=[CH:16][C:17]=2[N:21]=1, predict the reactants needed to synthesize it. The reactants are: NC1C=CNC=1C(OCC)=O.FC(F)(F)[C:14]1[CH:15]=[CH:16][C:17]2[N:21]=[C:20]([S:22]C3OC(C=O)=CC=3)[NH:19][C:18]=2[CH:30]=1.C1(=O)CCCC(=O)C1.